From a dataset of Full USPTO retrosynthesis dataset with 1.9M reactions from patents (1976-2016). Predict the reactants needed to synthesize the given product. (1) Given the product [C:24]([C:26]1[CH:27]=[C:28]2[C:33](=[CH:34][CH:35]=1)[C:32]([N:36]1[CH2:41][CH2:40][N:39]([CH2:6][CH2:7][C@H:8]3[C:13]4[CH:14]=[CH:15][C:16]([C:18]5[CH:19]=[N:20][CH:21]=[CH:22][CH:23]=5)=[CH:17][C:12]=4[CH2:11][CH2:10][O:9]3)[C@H:38]([CH3:42])[CH2:37]1)=[CH:31][CH:30]=[CH:29]2)#[N:25], predict the reactants needed to synthesize it. The reactants are: CS(O[CH2:6][CH2:7][C@H:8]1[C:13]2[CH:14]=[CH:15][C:16]([C:18]3[CH:19]=[N:20][CH:21]=[CH:22][CH:23]=3)=[CH:17][C:12]=2[CH2:11][CH2:10][O:9]1)(=O)=O.[C:24]([C:26]1[CH:27]=[C:28]2[C:33](=[CH:34][CH:35]=1)[C:32]([N:36]1[CH2:41][CH2:40][NH:39][C@H:38]([CH3:42])[CH2:37]1)=[CH:31][CH:30]=[CH:29]2)#[N:25]. (2) Given the product [Cl:9][C:10]1[N:11]=[C:12]([NH:2][C@H:3]([CH2:7][CH3:8])[C:4]([NH2:6])=[O:5])[C:13]([F:18])=[CH:14][C:15]=1[C:16]#[N:17], predict the reactants needed to synthesize it. The reactants are: Cl.[NH2:2][C@H:3]([CH2:7][CH3:8])[C:4]([NH2:6])=[O:5].[Cl:9][C:10]1[C:15]([C:16]#[N:17])=[CH:14][C:13]([F:18])=[C:12](Cl)[N:11]=1.CCN(C(C)C)C(C)C.CCOC(C)=O. (3) Given the product [O:1]=[C:2]1[C:12]2[C:13]([C:16]([OH:18])=[O:17])=[CH:14][O:15][C:11]=2[CH2:10][C:4]2([CH2:5][CH2:6][O:7][CH2:8][CH2:9]2)[CH2:3]1, predict the reactants needed to synthesize it. The reactants are: [O:1]=[C:2]1[C:12]2[C:13]([C:16]([O:18]CC)=[O:17])=[CH:14][O:15][C:11]=2[CH2:10][C:4]2([CH2:9][CH2:8][O:7][CH2:6][CH2:5]2)[CH2:3]1.[OH-].[Na+].O1CCCC1. (4) The reactants are: [CH2:1]([CH:3]([CH2:39][CH3:40])[CH2:4][C:5]1([C:11]([NH:13][C:14]2[C:15]([S:24]C(C3(CC(CC)CC)CCCCC3)=O)=[CH:16][C:17]3[C:22]([CH:23]=2)=[CH:21][CH:20]=[CH:19][CH:18]=3)=[O:12])[CH2:10][CH2:9][CH2:8][CH2:7][CH2:6]1)[CH3:2].[OH-].[K+].O. Given the product [SH:24][C:15]1[C:14]([NH:13][C:11]([C:5]2([CH2:4][CH:3]([CH2:39][CH3:40])[CH2:1][CH3:2])[CH2:6][CH2:7][CH2:8][CH2:9][CH2:10]2)=[O:12])=[CH:23][C:22]2[C:17]([CH:16]=1)=[CH:18][CH:19]=[CH:20][CH:21]=2, predict the reactants needed to synthesize it.